This data is from Full USPTO retrosynthesis dataset with 1.9M reactions from patents (1976-2016). The task is: Predict the reactants needed to synthesize the given product. (1) Given the product [Br:8][C:9]1[CH:10]=[C:11]2[C:16](=[CH:17][CH:18]=1)[O:15][C:14]([CH3:19])([CH3:20])[C:13](=[CH2:22])[C:12]2=[O:21], predict the reactants needed to synthesize it. The reactants are: CN(C)CN(C)C.[Br:8][C:9]1[CH:10]=[C:11]2[C:16](=[CH:17][CH:18]=1)[O:15][C:14]([CH3:20])([CH3:19])[CH2:13][C:12]2=[O:21].[C:22](O)(=O)C.C(OC(=O)C)(=O)C. (2) Given the product [N:16]1[CH:17]=[CH:18][N:19]=[CH:20][C:15]=1[C:12]1[CH:13]=[C:3]([C:2]([OH:11])=[O:23])[C:4]2[C:9](=[CH:8][CH:7]=[CH:6][CH:5]=2)[N:1]=1, predict the reactants needed to synthesize it. The reactants are: [NH:1]1[C:9]2[C:4](=[CH:5][CH:6]=[CH:7][CH:8]=2)[C:3](=O)[C:2]1=[O:11].[C:12]([C:15]1[CH:20]=[N:19][CH:18]=[CH:17][N:16]=1)(=O)[CH3:13].C(C1C=CC(=O)NC=1C)(=[O:23])C. (3) Given the product [NH2:29][C:24]([CH3:28])([CH2:25][CH2:26][CH3:27])[CH2:23][NH:22][C:20]([C:16]1[N:11]2[CH:12]=[C:13]([CH3:15])[CH:14]=[C:9]([O:8][CH2:1][C:2]3[CH:7]=[CH:6][CH:5]=[CH:4][CH:3]=3)[C:10]2=[N:18][C:17]=1[CH3:19])=[O:21], predict the reactants needed to synthesize it. The reactants are: [CH2:1]([O:8][C:9]1[C:10]2[N:11]([C:16]([C:20]([NH:22][CH2:23][C:24]([NH:29]C(=O)OC(C)(C)C)([CH3:28])[CH2:25][CH2:26][CH3:27])=[O:21])=[C:17]([CH3:19])[N:18]=2)[CH:12]=[C:13]([CH3:15])[CH:14]=1)[C:2]1[CH:7]=[CH:6][CH:5]=[CH:4][CH:3]=1.Cl. (4) Given the product [O:1]1[C:5]2[CH:6]=[CH:7][C:8]([C:10]3[C:11]([C:15]4[CH:20]=[CH:19][CH:18]=[C:17]([CH2:21][CH3:22])[N:16]=4)=[N:12][NH:13][CH:14]=3)=[CH:9][C:4]=2[O:3][CH2:2]1, predict the reactants needed to synthesize it. The reactants are: [O:1]1[C:5]2[CH:6]=[CH:7][C:8]([C:10]3[C:11]([C:15]4[CH:20]=[CH:19][CH:18]=[C:17]([CH:21]=[CH2:22])[N:16]=4)=[N:12][NH:13][CH:14]=3)=[CH:9][C:4]=2[O:3][CH2:2]1.[H][H].